Dataset: Full USPTO retrosynthesis dataset with 1.9M reactions from patents (1976-2016). Task: Predict the reactants needed to synthesize the given product. (1) Given the product [CH3:3][S:4]([C:7]1[O:11][C:10]([CH2:12][N:13]2[CH:17]=[C:16]([NH2:18])[CH:15]=[N:14]2)=[CH:9][CH:8]=1)(=[O:6])=[O:5], predict the reactants needed to synthesize it. The reactants are: N#N.[CH3:3][S:4]([C:7]1[O:11][C:10]([CH2:12][N:13]2[CH:17]=[C:16]([N+:18]([O-])=O)[CH:15]=[N:14]2)=[CH:9][CH:8]=1)(=[O:6])=[O:5].[NH4+].[Cl-]. (2) The reactants are: [Cl:1][C:2]1[CH:7]=[CH:6][CH:5]=[C:4]([Cl:8])[C:3]=1[CH2:9][S:10]([C:13]1[CH:14]=[C:15]2[C:19](=[CH:20][CH:21]=1)[NH:18][C:17](=[O:22])/[C:16]/2=[CH:23]\[C:24]1[NH:28][C:27]([CH3:29])=[C:26]([CH2:30][C:31]([OH:33])=O)[C:25]=1[CH3:34])(=[O:12])=[O:11].[CH:35]1[CH:36]=[CH:37][C:38]2[N:43](O)N=[N:41][C:39]=2C=1.CCN=C=NCCCN(C)C.N1CCCC1C[C@H:62]1C[CH2:65][C@@H:64]([OH:67])[CH2:63]1. Given the product [Cl:8][C:4]1[CH:5]=[CH:6][CH:7]=[C:2]([Cl:1])[C:3]=1[CH2:9][S:10]([C:13]1[CH:14]=[C:15]2[C:19](=[CH:20][CH:21]=1)[NH:18][C:17](=[O:22])/[C:16]/2=[CH:23]\[C:24]1[NH:28][C:27]([CH3:29])=[C:26]([CH2:30][C:31]([N:43]2[CH2:35][CH2:36][CH2:37][C@@H:38]2[CH2:39][N:41]2[CH2:62][CH2:63][C@@H:64]([OH:67])[CH2:65]2)=[O:33])[C:25]=1[CH3:34])(=[O:12])=[O:11], predict the reactants needed to synthesize it. (3) Given the product [NH2:1][C:2]1[N:7]([CH2:8][CH2:9][CH2:10][CH3:11])[C:6](=[O:12])[N:5]([CH2:26][CH2:27][CH2:28][C:29]([O:31][CH2:32][CH3:33])=[O:30])[C:4](=[O:13])[CH:3]=1, predict the reactants needed to synthesize it. The reactants are: [NH2:1][C:2]1[N:7]([CH2:8][CH2:9][CH2:10][CH3:11])[C:6](=[O:12])[NH:5][C:4](=[O:13])[CH:3]=1.C(=O)([O-])[O-].[Cs+].[Cs+].CN(C)C=O.Br[CH2:26][CH2:27][CH2:28][C:29]([O:31][CH2:32][CH3:33])=[O:30]. (4) Given the product [CH:21]1([C:20]#[C:19][C:16]2[CH:15]=[CH:14][C:13]3[O:12][C:11]4[C:6](=[CH:7][C:8]([O:24][CH2:38][C:39]([O:42][CH3:43])([CH3:41])[CH3:40])=[CH:9][CH:10]=4)[C@:5]4([CH2:4][O:3][C:2]([NH2:1])=[N:25]4)[C:18]=3[CH:17]=2)[CH2:23][CH2:22]1, predict the reactants needed to synthesize it. The reactants are: [NH2:1][C:2]1[O:3][CH2:4][C@:5]2([N:25]=1)[C:18]1[CH:17]=[C:16]([C:19]#[C:20][CH:21]3[CH2:23][CH2:22]3)[CH:15]=[CH:14][C:13]=1[O:12][C:11]1[C:6]2=[CH:7][C:8]([OH:24])=[CH:9][CH:10]=1.C(=O)([O-])[O-].[Cs+].[Cs+].CN(C=O)C.I[CH2:38][C:39]([O:42][CH3:43])([CH3:41])[CH3:40]. (5) Given the product [Cl:16][C:11]1[CH:10]=[C:9]([C@@H:8]2[O:7][CH2:6][CH2:5][N:4]([C:17]([O:19][C:20]([CH3:23])([CH3:22])[CH3:21])=[O:18])[CH2:3][C@H:2]2[NH:1][S:26](=[O:35])(=[O:27])[NH:25][CH3:24])[CH:14]=[CH:13][C:12]=1[Cl:15], predict the reactants needed to synthesize it. The reactants are: [NH2:1][C@H:2]1[C@H:8]([C:9]2[CH:14]=[CH:13][C:12]([Cl:15])=[C:11]([Cl:16])[CH:10]=2)[O:7][CH2:6][CH2:5][N:4]([C:17]([O:19][C:20]([CH3:23])([CH3:22])[CH3:21])=[O:18])[CH2:3]1.[CH3:24][NH:25][S:26](=O)(=[O:35])[O:27]C1C=CC=CC=1O.C(N(CC)CC)C. (6) The reactants are: [N+:1]([C:4]1[CH:9]=[CH:8][C:7]([OH:10])=[CH:6][CH:5]=1)([O-:3])=[O:2].C(=O)([O-])[O-].[K+].[K+].Br[CH2:18][CH2:19][OH:20]. Given the product [N+:1]([C:4]1[CH:9]=[CH:8][C:7]([O:10][CH2:18][CH2:19][OH:20])=[CH:6][CH:5]=1)([O-:3])=[O:2], predict the reactants needed to synthesize it.